The task is: Predict the product of the given reaction.. This data is from Forward reaction prediction with 1.9M reactions from USPTO patents (1976-2016). (1) Given the reactants [F:1][C:2]1[CH:7]=[CH:6][C:5]([C:8]2[O:9][C:10]3[CH:20]=[C:19]([N:21]([CH3:26])[S:22]([CH3:25])(=[O:24])=[O:23])[C:18]([CH:27]4[CH2:31][N:30]([CH3:32])[C@H:29]([C:33]([O:35]C)=[O:34])[CH2:28]4)=[CH:17][C:11]=3[C:12]=2[C:13](=[O:16])[NH:14][CH3:15])=[CH:4][CH:3]=1.O[Li].O, predict the reaction product. The product is: [F:1][C:2]1[CH:7]=[CH:6][C:5]([C:8]2[O:9][C:10]3[CH:20]=[C:19]([N:21]([CH3:26])[S:22]([CH3:25])(=[O:23])=[O:24])[C:18]([CH:27]4[CH2:31][N:30]([CH3:32])[C@H:29]([C:33]([OH:35])=[O:34])[CH2:28]4)=[CH:17][C:11]=3[C:12]=2[C:13](=[O:16])[NH:14][CH3:15])=[CH:4][CH:3]=1. (2) Given the reactants [Cl:1][C:2]1[CH:27]=[CH:26][C:5]([C:6]([C:8]2[CH:9]=[C:10]3[C:15](=[CH:16][CH:17]=2)[NH:14][C:13](=O)[CH:12]=[C:11]3[C:19]2[CH:24]=[CH:23][CH:22]=[C:21]([CH3:25])[CH:20]=2)=[O:7])=[CH:4][CH:3]=1.P(Cl)(Cl)([Cl:30])=O, predict the reaction product. The product is: [Cl:30][C:13]1[CH:12]=[C:11]([C:19]2[CH:24]=[CH:23][CH:22]=[C:21]([CH3:25])[CH:20]=2)[C:10]2[C:15](=[CH:16][CH:17]=[C:8]([C:6]([C:5]3[CH:26]=[CH:27][C:2]([Cl:1])=[CH:3][CH:4]=3)=[O:7])[CH:9]=2)[N:14]=1. (3) The product is: [NH2:19][C:2]1[CH:3]=[C:4]2[C:8](=[CH:9][C:10]=1[N+:11]([O-:13])=[O:12])[C:7](=[O:14])[N:6]([CH:15]([CH3:17])[CH3:16])[C:5]2=[O:18]. Given the reactants Cl[C:2]1[CH:3]=[C:4]2[C:8](=[CH:9][C:10]=1[N+:11]([O-:13])=[O:12])[C:7](=[O:14])[N:6]([CH:15]([CH3:17])[CH3:16])[C:5]2=[O:18].[NH2:19]C(N)=O, predict the reaction product. (4) The product is: [C:3]([CH:2]([O:1][S:19]([CH3:18])(=[O:21])=[O:20])[CH2:5][O:6][CH3:7])#[N:4]. Given the reactants [OH:1][CH:2]([CH2:5][O:6][CH3:7])[C:3]#[N:4].ClCCl.C(N(CC)CC)C.[CH3:18][S:19](Cl)(=[O:21])=[O:20], predict the reaction product. (5) Given the reactants Cl[C:2]1[N:10]=[C:9]2[C:5]([N:6]([CH2:20][C:21]3[CH:26]=[CH:25][C:24]([C:27]([F:30])([F:29])[F:28])=[CH:23][CH:22]=3)[C:7]([C:11]3[CH:16]=[C:15]([CH:17]([CH3:19])[CH3:18])[CH:14]=[CH:13][N:12]=3)=[N:8]2)=[C:4]([NH:31][C@@H:32]([CH:39]2[CH2:42][CH2:41][CH2:40]2)[CH2:33][CH2:34][C:35]([O:37][CH3:38])=[O:36])[N:3]=1.C([O-])(=O)C.[Na+], predict the reaction product. The product is: [CH:39]1([C@H:32]([NH:31][C:4]2[N:3]=[CH:2][N:10]=[C:9]3[C:5]=2[N:6]([CH2:20][C:21]2[CH:26]=[CH:25][C:24]([C:27]([F:29])([F:30])[F:28])=[CH:23][CH:22]=2)[C:7]([C:11]2[CH:16]=[C:15]([CH:17]([CH3:19])[CH3:18])[CH:14]=[CH:13][N:12]=2)=[N:8]3)[CH2:33][CH2:34][C:35]([O:37][CH3:38])=[O:36])[CH2:42][CH2:41][CH2:40]1.